This data is from Catalyst prediction with 721,799 reactions and 888 catalyst types from USPTO. The task is: Predict which catalyst facilitates the given reaction. (1) Reactant: [Br:1][C:2]1[N:3]=[C:4]2[CH2:12][CH2:11][C:10](=O)[N:9]([CH2:14][CH2:15][CH2:16][CH2:17][CH2:18][CH2:19][C:20]([O:22][CH2:23][CH3:24])=[O:21])[C:5]2=[N:6][C:7]=1[Cl:8].O1CCCC1.B.CO. Product: [Br:1][C:2]1[N:3]=[C:4]2[CH2:12][CH2:11][CH2:10][N:9]([CH2:14][CH2:15][CH2:16][CH2:17][CH2:18][CH2:19][C:20]([O:22][CH2:23][CH3:24])=[O:21])[C:5]2=[N:6][C:7]=1[Cl:8]. The catalyst class is: 7. (2) Reactant: [OH:1][CH2:2][CH:3]1[NH:9][C:8](=[O:10])[CH2:7][CH2:6][CH2:5][CH2:4]1.CC(OI1(OC(C)=O)(OC(C)=O)OC(=O)C2C1=CC=CC=2)=O. Product: [O:10]=[C:8]1[NH:9][CH:3]([CH:2]=[O:1])[CH2:4][CH2:5][CH2:6][CH2:7]1. The catalyst class is: 4.